Dataset: Full USPTO retrosynthesis dataset with 1.9M reactions from patents (1976-2016). Task: Predict the reactants needed to synthesize the given product. (1) Given the product [CH:1]1([C:7]2[C:15]3[C:14](=[O:16])[NH:13][C:12]([C:17]4[CH:22]=[CH:21][C:20]([O:23][C@H:47]5[CH2:51][CH2:50][O:49][CH2:48]5)=[CH:19][C:18]=4[O:24][CH3:25])=[N:11][C:10]=3[N:9]([CH3:26])[N:8]=2)[CH2:2][CH2:3][CH2:4][CH2:5][CH2:6]1, predict the reactants needed to synthesize it. The reactants are: [CH:1]1([C:7]2[C:15]3[C:14](=[O:16])[NH:13][C:12]([C:17]4[CH:22]=[CH:21][C:20]([OH:23])=[CH:19][C:18]=4[O:24][CH3:25])=[N:11][C:10]=3[N:9]([CH3:26])[N:8]=2)[CH2:6][CH2:5][CH2:4][CH2:3][CH2:2]1.C1(P(C2C=CC=CC=2)C2C=CC=CC=2)C=CC=CC=1.O[C@@H:47]1[CH2:51][CH2:50][O:49][CH2:48]1.N(C(OCC)=O)=NC(OCC)=O. (2) Given the product [S:1]1[C:5]2[CH:6]=[CH:7][CH:8]=[CH:9][C:4]=2[C:3]([N:10]2[CH2:11][CH2:12][N:13]([CH2:16][CH2:17][C:18]3[CH:23]=[C:22]([O:24][CH3:25])[C:21]([O:26][CH3:27])=[CH:20][C:19]=3[NH:28][C:32](=[O:33])[CH:31]=[C:30]([CH3:35])[CH3:29])[CH2:14][CH2:15]2)=[N:2]1, predict the reactants needed to synthesize it. The reactants are: [S:1]1[C:5]2[CH:6]=[CH:7][CH:8]=[CH:9][C:4]=2[C:3]([N:10]2[CH2:15][CH2:14][N:13]([CH2:16][CH2:17][C:18]3[CH:23]=[C:22]([O:24][CH3:25])[C:21]([O:26][CH3:27])=[CH:20][C:19]=3[NH2:28])[CH2:12][CH2:11]2)=[N:2]1.[CH3:29][C:30]([CH3:35])=[CH:31][C:32](Cl)=[O:33]. (3) Given the product [CH2:1]([O:3][CH2:4][CH2:5][C:6]([N:13]1[C:17]2[CH:18]=[CH:19][CH:20]=[CH:21][C:16]=2[N:15]=[N:14]1)=[O:8])[CH3:2], predict the reactants needed to synthesize it. The reactants are: [CH2:1]([O:3][CH2:4][CH2:5][C:6]([OH:8])=O)[CH3:2].CS([N:13]1[C:17]2[CH:18]=[CH:19][CH:20]=[CH:21][C:16]=2[N:15]=[N:14]1)(=O)=O.C(N(CC)CC)C. (4) Given the product [CH3:24][C:21]1[N:22]=[CH:23][C:18]([N:9]2[CH:10]=[C:11]([C:13]3[S:14][CH:15]=[CH:16][N:17]=3)[N:12]=[C:8]2[C:5]2[CH:6]=[CH:7][C:2]([NH:25][C:26]3[C:31]([N+:32]([O-:34])=[O:33])=[CH:30][CH:29]=[CH:28][N:27]=3)=[CH:3][CH:4]=2)=[CH:19][CH:20]=1, predict the reactants needed to synthesize it. The reactants are: I[C:2]1[CH:7]=[CH:6][C:5]([C:8]2[N:9]([C:18]3[CH:19]=[CH:20][C:21]([CH3:24])=[N:22][CH:23]=3)[CH:10]=[C:11]([C:13]3[S:14][CH:15]=[CH:16][N:17]=3)[N:12]=2)=[CH:4][CH:3]=1.[NH2:25][C:26]1[C:31]([N+:32]([O-:34])=[O:33])=[CH:30][CH:29]=[CH:28][N:27]=1.C([O-])([O-])=O.[Cs+].[Cs+].[I-]. (5) Given the product [F:1][C:2]1[CH:3]=[C:4]2[C:14]3[C:9](=[CH:10][N:11]=[C:12]([O:15][CH3:16])[CH:13]=3)[N:8]([S:25]([C:22]3[CH:23]=[CH:24][C:19]([CH3:29])=[CH:20][CH:21]=3)(=[O:27])=[O:26])[C:5]2=[N:6][CH:7]=1, predict the reactants needed to synthesize it. The reactants are: [F:1][C:2]1[CH:3]=[C:4]2[C:14]3[C:9](=[CH:10][N:11]=[C:12]([O:15][CH3:16])[CH:13]=3)[NH:8][C:5]2=[N:6][CH:7]=1.[H-].[Na+].[C:19]1([CH3:29])[CH:24]=[CH:23][C:22]([S:25](Cl)(=[O:27])=[O:26])=[CH:21][CH:20]=1.C(=O)([O-])O.[Na+]. (6) The reactants are: Cl[C:2]1[N:7]=[C:6]([N:8]2[CH:12]=[C:11]([CH2:13][N:14]3[CH2:18][CH2:17][C@@H:16]([OH:19])[CH2:15]3)[C:10]([CH3:20])=[N:9]2)[CH:5]=[CH:4][N:3]=1.[Cl:21][C:22]1[C:30]2[C:25](=[CH:26][CH:27]=[C:28]([NH2:31])[CH:29]=2)[N:24]([CH:32]2[CH2:34][CH2:33]2)[CH:23]=1.C(=O)([O-])[O-].[K+].[K+].CC1(C)C2C(=C(P(C3C=CC=CC=3)C3C=CC=CC=3)C=CC=2)OC2C(P(C3C=CC=CC=3)C3C=CC=CC=3)=CC=CC1=2. Given the product [Cl:21][C:22]1[C:30]2[C:25](=[CH:26][CH:27]=[C:28]([NH:31][C:2]3[N:7]=[C:6]([N:8]4[CH:12]=[C:11]([CH2:13][N:14]5[CH2:18][CH2:17][C@@H:16]([OH:19])[CH2:15]5)[C:10]([CH3:20])=[N:9]4)[CH:5]=[CH:4][N:3]=3)[CH:29]=2)[N:24]([CH:32]2[CH2:34][CH2:33]2)[CH:23]=1, predict the reactants needed to synthesize it. (7) The reactants are: [C:1]([C:3]1[CH:4]=[C:5]([CH:27]([CH3:29])[CH3:28])[C:6]2[O:10][C:9]([C:11]3[CH:25]=[CH:24][C:14]([C:15]([NH:17][CH2:18][CH:19]4[CH2:23][CH2:22][NH:21][CH2:20]4)=[O:16])=[CH:13][CH:12]=3)=[N:8][C:7]=2[CH:26]=1)#[N:2].C(N(CC)CC)C.[Br:37][C:38]1[CH:43]=[CH:42][C:41]([CH2:44]Br)=[CH:40][CH:39]=1. Given the product [Br:37][C:38]1[CH:43]=[CH:42][C:41]([CH2:44][N:21]2[CH2:22][CH2:23][CH:19]([CH2:18][NH:17][C:15](=[O:16])[C:14]3[CH:13]=[CH:12][C:11]([C:9]4[O:10][C:6]5[C:5]([CH:27]([CH3:29])[CH3:28])=[CH:4][C:3]([C:1]#[N:2])=[CH:26][C:7]=5[N:8]=4)=[CH:25][CH:24]=3)[CH2:20]2)=[CH:40][CH:39]=1, predict the reactants needed to synthesize it.